From a dataset of Forward reaction prediction with 1.9M reactions from USPTO patents (1976-2016). Predict the product of the given reaction. (1) The product is: [Br:1][C:2]1[C:3]([S:24][C:21]([CH3:23])([CH3:22])[CH3:20])=[C:4]([CH:7]=[C:8]([N+:10]([O-:12])=[O:11])[CH:9]=1)[CH:5]=[O:6]. Given the reactants [Br:1][C:2]1[C:3](F)=[C:4]([CH:7]=[C:8]([N+:10]([O-:12])=[O:11])[CH:9]=1)[CH:5]=[O:6].C(=O)([O-])[O-].[K+].[K+].[CH3:20][C:21]([SH:24])([CH3:23])[CH3:22].O, predict the reaction product. (2) Given the reactants C(NC1SC(S(Cl)(=O)=O)=C(C)N=1)(=O)C.C[O:16][C:17](=[O:78])[C@@H:18]([NH:34][C:35]([CH:37]1[CH2:46][C:45]2[CH:44]=[C:43]3[O:47][CH2:48][C@H:49]([C:51]4[CH:56]=[CH:55][C:54]([O:57][CH2:58][C:59]5[CH:64]=[CH:63][CH:62]=[CH:61][CH:60]=5)=[CH:53][CH:52]=4)[O:50][C:42]3=[CH:41][C:40]=2[CH2:39][N:38]1[S:65]([C:68]1[S:72][C:71]([NH:73]C(=O)C)=[N:70][C:69]=1[CH3:77])(=[O:67])=[O:66])=[O:36])[CH2:19][C:20]1[CH:25]=[CH:24][C:23]([C:26]2[CH:31]=[CH:30][C:29]([C:32]#[N:33])=[CH:28][CH:27]=2)=[CH:22][CH:21]=1, predict the reaction product. The product is: [NH2:73][C:71]1[S:72][C:68]([S:65]([N:38]2[CH:37]([C:35]([NH:34][C@@H:18]([CH2:19][C:20]3[CH:21]=[CH:22][C:23]([C:26]4[CH:31]=[CH:30][C:29]([C:32]#[N:33])=[CH:28][CH:27]=4)=[CH:24][CH:25]=3)[C:17]([OH:78])=[O:16])=[O:36])[CH2:46][C:45]3[CH:44]=[C:43]4[O:47][CH2:48][C@H:49]([C:51]5[CH:52]=[CH:53][C:54]([O:57][CH2:58][C:59]6[CH:60]=[CH:61][CH:62]=[CH:63][CH:64]=6)=[CH:55][CH:56]=5)[O:50][C:42]4=[CH:41][C:40]=3[CH2:39]2)(=[O:67])=[O:66])=[C:69]([CH3:77])[N:70]=1. (3) Given the reactants [Cl:1][C:2]1[CH:3]=[C:4]([C:8]2[CH:16]=[CH:15][CH:14]=[C:13]3[C:9]=2[CH2:10][C:11](=[O:17])[NH:12]3)[CH:5]=[CH:6][CH:7]=1.[N:18]1([CH2:23][CH2:24][NH:25][C:26]([C:28]2[C:32]([CH3:33])=[C:31]([CH:34]=O)[NH:30][C:29]=2[CH3:36])=[O:27])[CH:22]=[CH:21][N:20]=[N:19]1, predict the reaction product. The product is: [N:18]1([CH2:23][CH2:24][NH:25][C:26]([C:28]2[C:32]([CH3:33])=[C:31]([CH:34]=[C:10]3[C:9]4[C:13](=[CH:14][CH:15]=[CH:16][C:8]=4[C:4]4[CH:5]=[CH:6][CH:7]=[C:2]([Cl:1])[CH:3]=4)[NH:12][C:11]3=[O:17])[NH:30][C:29]=2[CH3:36])=[O:27])[CH:22]=[CH:21][N:20]=[N:19]1.